Dataset: Forward reaction prediction with 1.9M reactions from USPTO patents (1976-2016). Task: Predict the product of the given reaction. (1) Given the reactants [NH2:1][C:2]1[C:10]([CH2:11][CH3:12])=[CH:9][C:8](Br)=[CH:7][C:3]=1[C:4]([OH:6])=[O:5].[C:14]([Cu])#[N:15].[C-]#N.[Na+], predict the reaction product. The product is: [NH2:1][C:2]1[C:10]([CH2:11][CH3:12])=[CH:9][C:8]([C:14]#[N:15])=[CH:7][C:3]=1[C:4]([OH:6])=[O:5]. (2) Given the reactants [ClH:1].Br[C:3]1[CH:13]=[C:12]([O:14][CH2:15][CH:16]([OH:19])[CH2:17][OH:18])[C:11]([O:20][CH3:21])=[CH:10][C:4]=1[CH2:5][NH:6]C(=O)C, predict the reaction product. The product is: [ClH:1].[Cl:1][C:3]1[CH:13]=[C:12]([O:14][CH2:15][CH:16]([OH:19])[CH2:17][OH:18])[C:11]([O:20][CH3:21])=[CH:10][C:4]=1[CH2:5][NH2:6]. (3) Given the reactants [C:1]([O:6][CH3:7])(=[O:5])[C:2]([CH3:4])=[CH2:3].[CH:8]1([NH:11][C:12]2[C:17]([CH:18]=[N:19][OH:20])=[CH:16][N:15]=[C:14]3[N:21]([CH2:24][CH3:25])[N:22]=[CH:23][C:13]=23)[CH2:10][CH2:9]1.Cl[O-].[Na+], predict the reaction product. The product is: [CH:8]1([NH:11][C:12]2[C:17]([C:18]3[CH2:3][C:2]([CH3:4])([C:1]([O:6][CH3:7])=[O:5])[O:20][N:19]=3)=[CH:16][N:15]=[C:14]3[N:21]([CH2:24][CH3:25])[N:22]=[CH:23][C:13]=23)[CH2:9][CH2:10]1. (4) Given the reactants [F:1][C:2]1[CH:17]=[CH:16][C:5]([CH2:6][C:7]2[N:12]=[C:11]([C:13]([OH:15])=O)[CH:10]=[CH:9][CH:8]=2)=[CH:4][CH:3]=1.Cl.[F:19][C:20]([F:30])([F:29])[C@@H:21]([C:23]1[CH:28]=[CH:27][CH:26]=[CH:25][N:24]=1)[NH2:22], predict the reaction product. The product is: [F:30][C:20]([F:19])([F:29])[C@H:21]([NH:22][C:13]([C:11]1[CH:10]=[CH:9][CH:8]=[C:7]([CH2:6][C:5]2[CH:4]=[CH:3][C:2]([F:1])=[CH:17][CH:16]=2)[N:12]=1)=[O:15])[C:23]1[CH:28]=[CH:27][CH:26]=[CH:25][N:24]=1. (5) Given the reactants [Cl:1][C:2]1[C:7]([S:8]([CH3:11])(=[O:10])=[O:9])=[CH:6][C:5]([C:12]2[N:13]([C:33](Cl)=[O:34])[C@@:14]([C:26]3[CH:31]=[CH:30][C:29]([Cl:32])=[CH:28][CH:27]=3)([CH3:25])[C@@:15]([C:18]3[CH:23]=[CH:22][C:21]([Cl:24])=[CH:20][CH:19]=3)([CH3:17])[N:16]=2)=[C:4]([O:36][CH2:37][CH3:38])[CH:3]=1.[CH3:39][S:40]([CH2:43][CH2:44][CH2:45][CH:46]1[CH2:51][CH2:50][NH:49][CH2:48][CH2:47]1)(=[O:42])=[O:41], predict the reaction product. The product is: [Cl:1][C:2]1[C:7]([S:8]([CH3:11])(=[O:10])=[O:9])=[CH:6][C:5]([C:12]2[N:13]([C:33]([N:49]3[CH2:50][CH2:51][CH:46]([CH2:45][CH2:44][CH2:43][S:40]([CH3:39])(=[O:42])=[O:41])[CH2:47][CH2:48]3)=[O:34])[C@@:14]([C:26]3[CH:31]=[CH:30][C:29]([Cl:32])=[CH:28][CH:27]=3)([CH3:25])[C@@:15]([C:18]3[CH:19]=[CH:20][C:21]([Cl:24])=[CH:22][CH:23]=3)([CH3:17])[N:16]=2)=[C:4]([O:36][CH2:37][CH3:38])[CH:3]=1. (6) Given the reactants [O:1]=[C:2]1[C:6]2([CH2:12][CH2:11][CH2:10][N:9]([C:13]([O:15][C:16]([CH3:19])([CH3:18])[CH3:17])=[O:14])[CH2:8][CH2:7]2)[CH:5]([C:20]2[CH:25]=[CH:24][CH:23]=[CH:22][CH:21]=2)[CH2:4][NH:3]1.[Li+].[CH3:27][Si]([N-][Si](C)(C)C)(C)C.IC, predict the reaction product. The product is: [CH3:27][N:3]1[CH2:4][CH:5]([C:20]2[CH:21]=[CH:22][CH:23]=[CH:24][CH:25]=2)[C:6]2([CH2:12][CH2:11][CH2:10][N:9]([C:13]([O:15][C:16]([CH3:18])([CH3:19])[CH3:17])=[O:14])[CH2:8][CH2:7]2)[C:2]1=[O:1].